Dataset: NCI-60 drug combinations with 297,098 pairs across 59 cell lines. Task: Regression. Given two drug SMILES strings and cell line genomic features, predict the synergy score measuring deviation from expected non-interaction effect. (1) Drug 1: C1=NC2=C(N=C(N=C2N1C3C(C(C(O3)CO)O)F)Cl)N. Drug 2: CC1=C2C(C(=O)C3(C(CC4C(C3C(C(C2(C)C)(CC1OC(=O)C(C(C5=CC=CC=C5)NC(=O)OC(C)(C)C)O)O)OC(=O)C6=CC=CC=C6)(CO4)OC(=O)C)O)C)O. Cell line: HCT-15. Synergy scores: CSS=6.78, Synergy_ZIP=0.125, Synergy_Bliss=1.81, Synergy_Loewe=0.563, Synergy_HSA=0.381. (2) Drug 1: CC1OCC2C(O1)C(C(C(O2)OC3C4COC(=O)C4C(C5=CC6=C(C=C35)OCO6)C7=CC(=C(C(=C7)OC)O)OC)O)O. Drug 2: C1=NC2=C(N=C(N=C2N1C3C(C(C(O3)CO)O)F)Cl)N. Cell line: SNB-75. Synergy scores: CSS=7.70, Synergy_ZIP=-5.51, Synergy_Bliss=-6.53, Synergy_Loewe=-5.20, Synergy_HSA=-5.09. (3) Drug 1: C1=NNC2=C1C(=O)NC=N2. Drug 2: C1C(C(OC1N2C=NC3=C2NC=NCC3O)CO)O. Cell line: MDA-MB-231. Synergy scores: CSS=3.40, Synergy_ZIP=-1.24, Synergy_Bliss=-0.235, Synergy_Loewe=0.429, Synergy_HSA=0.503. (4) Drug 1: C1CCC(C1)C(CC#N)N2C=C(C=N2)C3=C4C=CNC4=NC=N3. Drug 2: C1C(C(OC1N2C=C(C(=O)NC2=O)F)CO)O. Cell line: CAKI-1. Synergy scores: CSS=32.9, Synergy_ZIP=1.84, Synergy_Bliss=4.32, Synergy_Loewe=3.10, Synergy_HSA=8.48. (5) Drug 1: CN(C)N=NC1=C(NC=N1)C(=O)N. Drug 2: CN(CCCl)CCCl.Cl. Cell line: HCT-15. Synergy scores: CSS=2.33, Synergy_ZIP=-5.42, Synergy_Bliss=-5.83, Synergy_Loewe=-18.6, Synergy_HSA=-9.89. (6) Drug 1: C1C(C(OC1N2C=C(C(=O)NC2=O)F)CO)O. Drug 2: C1CC(=O)NC(=O)C1N2C(=O)C3=CC=CC=C3C2=O. Cell line: U251. Synergy scores: CSS=14.7, Synergy_ZIP=-2.68, Synergy_Bliss=5.18, Synergy_Loewe=-22.4, Synergy_HSA=1.83. (7) Drug 1: CN(C)N=NC1=C(NC=N1)C(=O)N. Drug 2: C1=NNC2=C1C(=O)NC=N2. Cell line: OVCAR-8. Synergy scores: CSS=1.35, Synergy_ZIP=0.818, Synergy_Bliss=1.09, Synergy_Loewe=-1.77, Synergy_HSA=-1.59.